From a dataset of NCI-60 drug combinations with 297,098 pairs across 59 cell lines. Regression. Given two drug SMILES strings and cell line genomic features, predict the synergy score measuring deviation from expected non-interaction effect. (1) Drug 1: C1=CC(=CC=C1CCC2=CNC3=C2C(=O)NC(=N3)N)C(=O)NC(CCC(=O)O)C(=O)O. Drug 2: C(CN)CNCCSP(=O)(O)O. Cell line: SK-MEL-2. Synergy scores: CSS=15.8, Synergy_ZIP=-5.15, Synergy_Bliss=-0.890, Synergy_Loewe=-22.5, Synergy_HSA=-1.35. (2) Drug 1: C1=C(C(=O)NC(=O)N1)F. Drug 2: C1=CN(C=N1)CC(O)(P(=O)(O)O)P(=O)(O)O. Cell line: 786-0. Synergy scores: CSS=40.3, Synergy_ZIP=-6.54, Synergy_Bliss=-4.37, Synergy_Loewe=0.592, Synergy_HSA=2.36. (3) Drug 1: CC1=CC2C(CCC3(C2CCC3(C(=O)C)OC(=O)C)C)C4(C1=CC(=O)CC4)C. Drug 2: CC(C)NC(=O)C1=CC=C(C=C1)CNNC.Cl. Cell line: NCI-H226. Synergy scores: CSS=-7.40, Synergy_ZIP=4.39, Synergy_Bliss=2.81, Synergy_Loewe=-4.09, Synergy_HSA=-3.19.